This data is from NCI-60 drug combinations with 297,098 pairs across 59 cell lines. The task is: Regression. Given two drug SMILES strings and cell line genomic features, predict the synergy score measuring deviation from expected non-interaction effect. (1) Drug 1: C1CC(C1)(C2=CC=C(C=C2)C3=C(C=C4C(=N3)C=CN5C4=NNC5=O)C6=CC=CC=C6)N. Drug 2: CC1(CCCN1)C2=NC3=C(C=CC=C3N2)C(=O)N. Cell line: T-47D. Synergy scores: CSS=36.2, Synergy_ZIP=5.37, Synergy_Bliss=5.67, Synergy_Loewe=-3.26, Synergy_HSA=4.33. (2) Drug 1: C1=CC(=CC=C1CCC2=CNC3=C2C(=O)NC(=N3)N)C(=O)NC(CCC(=O)O)C(=O)O. Drug 2: C1CN(CCN1C(=O)CCBr)C(=O)CCBr. Cell line: NCIH23. Synergy scores: CSS=35.2, Synergy_ZIP=-2.71, Synergy_Bliss=2.25, Synergy_Loewe=3.15, Synergy_HSA=3.72. (3) Drug 1: CC1OCC2C(O1)C(C(C(O2)OC3C4COC(=O)C4C(C5=CC6=C(C=C35)OCO6)C7=CC(=C(C(=C7)OC)O)OC)O)O. Drug 2: C1CCC(CC1)NC(=O)N(CCCl)N=O. Cell line: EKVX. Synergy scores: CSS=37.5, Synergy_ZIP=4.56, Synergy_Bliss=5.72, Synergy_Loewe=-2.90, Synergy_HSA=7.49. (4) Drug 1: CS(=O)(=O)C1=CC(=C(C=C1)C(=O)NC2=CC(=C(C=C2)Cl)C3=CC=CC=N3)Cl. Drug 2: CC1=C(N=C(N=C1N)C(CC(=O)N)NCC(C(=O)N)N)C(=O)NC(C(C2=CN=CN2)OC3C(C(C(C(O3)CO)O)O)OC4C(C(C(C(O4)CO)O)OC(=O)N)O)C(=O)NC(C)C(C(C)C(=O)NC(C(C)O)C(=O)NCCC5=NC(=CS5)C6=NC(=CS6)C(=O)NCCC[S+](C)C)O. Cell line: HL-60(TB). Synergy scores: CSS=12.1, Synergy_ZIP=4.36, Synergy_Bliss=9.81, Synergy_Loewe=5.47, Synergy_HSA=5.54. (5) Synergy scores: CSS=16.7, Synergy_ZIP=-6.39, Synergy_Bliss=-3.79, Synergy_Loewe=-4.95, Synergy_HSA=-2.73. Drug 1: CC12CCC(CC1=CCC3C2CCC4(C3CC=C4C5=CN=CC=C5)C)O. Cell line: KM12. Drug 2: CC1=C(C=C(C=C1)C(=O)NC2=CC(=CC(=C2)C(F)(F)F)N3C=C(N=C3)C)NC4=NC=CC(=N4)C5=CN=CC=C5.